Dataset: Reaction yield outcomes from USPTO patents with 853,638 reactions. Task: Predict the reaction yield, written as a fraction of the theoretical maximum amount of product (1.0 means a 100% yield; for example, 0.34 means a 34% yield). (1) The reactants are I[C:2]1[C:3]2[S:11][CH:10]=[C:9]([C:12]3[CH:17]=[CH:16][C:15]([O:18][C:19]4[CH:24]=[CH:23][CH:22]=[CH:21][CH:20]=4)=[CH:14][CH:13]=3)[C:4]=2[C:5]([NH2:8])=[N:6][CH:7]=1.[C:25]([O:29][C:30]([CH3:33])([CH3:32])[CH3:31])(=[O:28])[CH:26]=[CH2:27].C(N(CC)CC)C. The catalyst is CN(C=O)C. The product is [NH2:8][C:5]1[C:4]2[C:9]([C:12]3[CH:17]=[CH:16][C:15]([O:18][C:19]4[CH:24]=[CH:23][CH:22]=[CH:21][CH:20]=4)=[CH:14][CH:13]=3)=[CH:10][S:11][C:3]=2[C:2](/[CH:27]=[CH:26]/[C:25]([O:29][C:30]([CH3:33])([CH3:32])[CH3:31])=[O:28])=[CH:7][N:6]=1. The yield is 0.610. (2) The reactants are [CH:1]1[C:10]2[C:5](=[CH:6][CH:7]=[CH:8][CH:9]=2)[CH:4]=[CH:3][C:2]=1[C:11]1[C:12]2[C:17]([CH:18]=[C:19]3[C:24]=1[CH:23]=[CH:22][CH:21]=[CH:20]3)=[CH:16][CH:15]=[CH:14][CH:13]=2.[Br:25]N1C(=O)CCC1=O.O. The catalyst is CN(C)C=O. The product is [Br:25][C:18]1[C:19]2[C:24]([C:11]([C:2]3[CH:3]=[CH:4][C:5]4[C:10](=[CH:9][CH:8]=[CH:7][CH:6]=4)[CH:1]=3)=[C:12]3[C:17]=1[CH:16]=[CH:15][CH:14]=[CH:13]3)=[CH:23][CH:22]=[CH:21][CH:20]=2. The yield is 0.990. (3) The reactants are [CH2:1]([C:5]1[C:9](/[CH:10]=[CH:11]/[C:12]2[S:13][C:14]([C:18]([OH:20])=O)=[C:15]([CH3:17])[N:16]=2)=[C:8]([CH3:21])[O:7][N:6]=1)[CH2:2][CH2:3][CH3:4].[CH:22]1([NH2:26])[CH2:25][CH2:24][CH2:23]1. No catalyst specified. The product is [CH:22]1([NH:26][C:18]([C:14]2[S:13][C:12](/[CH:11]=[CH:10]/[C:9]3[C:5]([CH2:1][CH2:2][CH2:3][CH3:4])=[N:6][O:7][C:8]=3[CH3:21])=[N:16][C:15]=2[CH3:17])=[O:20])[CH2:25][CH2:24][CH2:23]1. The yield is 0.150. (4) The reactants are [C:1]([C:5]1[CH:9]=[C:8]([NH:10][C:11](=[O:36])[NH:12][C:13]2[C:22]3[C:17](=[CH:18][CH:19]=[CH:20][CH:21]=3)[C:16]([O:23][CH2:24][C:25]3[CH:30]=[CH:29][N:28]=[C:27]([NH:31][C:32](=[O:35])[CH2:33]Cl)[CH:26]=3)=[CH:15][CH:14]=2)[N:7]([C:37]2[CH:42]=[CH:41][C:40]([CH3:43])=[CH:39][CH:38]=2)[N:6]=1)([CH3:4])([CH3:3])[CH3:2].CCN(C(C)C)C(C)C.[CH3:53][O:54][CH2:55][CH2:56][N:57]1[CH2:62][CH2:61][NH:60][CH2:59][CH2:58]1. The catalyst is C(Cl)Cl.CN(C=O)C. The product is [C:1]([C:5]1[CH:9]=[C:8]([NH:10][C:11](=[O:36])[NH:12][C:13]2[C:22]3[C:17](=[CH:18][CH:19]=[CH:20][CH:21]=3)[C:16]([O:23][CH2:24][C:25]3[CH:30]=[CH:29][N:28]=[C:27]([NH:31][C:32](=[O:35])[CH2:33][N:60]4[CH2:61][CH2:62][N:57]([CH2:56][CH2:55][O:54][CH3:53])[CH2:58][CH2:59]4)[CH:26]=3)=[CH:15][CH:14]=2)[N:7]([C:37]2[CH:42]=[CH:41][C:40]([CH3:43])=[CH:39][CH:38]=2)[N:6]=1)([CH3:4])([CH3:3])[CH3:2]. The yield is 0.730. (5) The reactants are [CH2:1]([P:3]([CH2:6][CH2:7][OH:8])(=[O:5])[OH:4])[CH3:2].[CH2:9]1[O:11][CH2:10]1.[OH-].[K+]. The catalyst is O. The product is [CH2:1]([P:3]([CH2:6][CH2:7][OH:8])(=[O:4])[O:5][CH2:9][CH2:10][OH:11])[CH3:2]. The yield is 0.950. (6) The catalyst is C1C=CC=CC=1. The product is [F:1][C:2]1[CH:8]=[CH:7][C:5]([NH:6][C:18]([NH:17][C:9](=[O:16])[C:10]2[CH:11]=[CH:12][CH:13]=[CH:14][CH:15]=2)=[S:19])=[CH:4][CH:3]=1. The reactants are [F:1][C:2]1[CH:8]=[CH:7][C:5]([NH2:6])=[CH:4][CH:3]=1.[C:9]([N:17]=[C:18]=[S:19])(=[O:16])[C:10]1[CH:15]=[CH:14][CH:13]=[CH:12][CH:11]=1.CCCCCC. The yield is 0.700.